This data is from Buchwald-Hartwig C-N cross coupling reaction yields with 55,370 reactions. The task is: Predict the reaction yield, written as a fraction of the theoretical maximum amount of product (1.0 means a 100% yield; for example, 0.34 means a 34% yield). The reactants are Clc1cccnc1.Cc1ccc(N)cc1.O=S(=O)(O[Pd]1c2ccccc2-c2ccccc2N~1)C(F)(F)F.CC(C)c1cc(C(C)C)c(-c2ccccc2P(C(C)(C)C)C(C)(C)C)c(C(C)C)c1.CN1CCCN2CCCN=C12.c1ccc(-c2cnoc2)cc1. No catalyst specified. The product is Cc1ccc(Nc2cccnc2)cc1. The yield is 0.369.